The task is: Predict the reactants needed to synthesize the given product.. This data is from Full USPTO retrosynthesis dataset with 1.9M reactions from patents (1976-2016). (1) Given the product [F:16][C:15]([F:18])([F:17])[C:2]([CH:3]=[N:19][C:20]1[CH:29]=[CH:28][CH:27]=[C:26]2[C:21]=1[CH:22]=[CH:23][C:24]([CH3:30])=[N:25]2)([OH:1])[CH2:5][C:6]([C:8]1[CH:13]=[CH:12][CH:11]=[CH:10][CH:9]=1)([CH3:14])[CH3:7], predict the reactants needed to synthesize it. The reactants are: [OH:1][C:2]([C:15]([F:18])([F:17])[F:16])([CH2:5][C:6]([CH3:14])([C:8]1[CH:13]=[CH:12][CH:11]=[CH:10][CH:9]=1)[CH3:7])[CH:3]=O.[NH2:19][C:20]1[CH:29]=[CH:28][CH:27]=[C:26]2[C:21]=1[CH:22]=[CH:23][C:24]([CH3:30])=[N:25]2.O. (2) Given the product [C:2]([C:4]1[CH:5]=[C:6]2[C:11](=[CH:12][CH:13]=1)[C:10](=[O:14])[N:9]([CH2:15][CH:16]([CH3:18])[CH3:17])[C:8]([CH2:19][NH:20][C:21](=[O:27])[O:22][C:23]([CH3:26])([CH3:25])[CH3:24])=[C:7]2[C:28]1[S:29][CH:30]=[CH:31][CH:32]=1)#[N:1], predict the reactants needed to synthesize it. The reactants are: [NH2:1][C:2]([C:4]1[CH:5]=[C:6]2[C:11](=[CH:12][CH:13]=1)[C:10](=[O:14])[N:9]([CH2:15][CH:16]([CH3:18])[CH3:17])[C:8]([CH2:19][NH:20][C:21](=[O:27])[O:22][C:23]([CH3:26])([CH3:25])[CH3:24])=[C:7]2[C:28]1[S:29][CH:30]=[CH:31][CH:32]=1)=O.N1C(Cl)=NC(Cl)=NC=1Cl.CN(C)C=O. (3) Given the product [C:25]([O:29][C:30](=[O:52])[N:31]([C:49](=[O:51])[CH3:50])[C@H:32]1[CH2:36][C@@H:35]([N:37]2[CH:45]=[N:44][C:43]3[C:38]2=[N:39][CH:40]=[N:41][C:42]=3[NH:8][CH2:7][C:6]2[CH:9]=[C:2]([Cl:1])[CH:3]=[CH:4][C:5]=2[O:10][CH2:11][C:12]2[O:16][N:15]=[C:14]([CH3:17])[CH:13]=2)[C@H:34]([OH:47])[C@@H:33]1[OH:48])([CH3:28])([CH3:26])[CH3:27], predict the reactants needed to synthesize it. The reactants are: [Cl:1][C:2]1[CH:3]=[CH:4][C:5]([O:10][CH2:11][C:12]2[O:16][N:15]=[C:14]([CH3:17])[CH:13]=2)=[C:6]([CH:9]=1)[CH2:7][NH2:8].C(N(CC)CC)C.[C:25]([O:29][C:30](=[O:52])[N:31]([C:49](=[O:51])[CH3:50])[C@H:32]1[CH2:36][C@@H:35]([N:37]2[CH:45]=[N:44][C:43]3[C:38]2=[N:39][CH:40]=[N:41][C:42]=3Cl)[C@H:34]([OH:47])[C@@H:33]1[OH:48])([CH3:28])([CH3:27])[CH3:26].